Dataset: Peptide-MHC class II binding affinity with 134,281 pairs from IEDB. Task: Regression. Given a peptide amino acid sequence and an MHC pseudo amino acid sequence, predict their binding affinity value. This is MHC class II binding data. (1) The peptide sequence is AAATAGTTVYGAFAQ. The MHC is HLA-DPA10103-DPB10601 with pseudo-sequence HLA-DPA10103-DPB10601. The binding affinity (normalized) is 0.0761. (2) The peptide sequence is KDGRKLVVPCRPQDELI. The MHC is DRB1_0301 with pseudo-sequence DRB1_0301. The binding affinity (normalized) is 0.650. (3) The peptide sequence is PANDKFTVFEAAFNNAIKAS. The MHC is DRB4_0101 with pseudo-sequence DRB4_0103. The binding affinity (normalized) is 0.788. (4) The peptide sequence is PDEYVEQVAQYKALP. The MHC is HLA-DQA10301-DQB10302 with pseudo-sequence HLA-DQA10301-DQB10302. The binding affinity (normalized) is 0.373. (5) The peptide sequence is WNTGHDWILADKRPT. The MHC is DRB5_0101 with pseudo-sequence DRB5_0101. The binding affinity (normalized) is 0.538. (6) The peptide sequence is IGGPVSSHNHIPGYK. The MHC is DRB1_0801 with pseudo-sequence DRB1_0801. The binding affinity (normalized) is 0. (7) The peptide sequence is AFKVAATAPNAAPAN. The MHC is HLA-DPA10201-DPB11401 with pseudo-sequence HLA-DPA10201-DPB11401. The binding affinity (normalized) is 0.617. (8) The peptide sequence is GVWAPFNVLKVIRSE. The MHC is DRB1_0101 with pseudo-sequence DRB1_0101. The binding affinity (normalized) is 0.972. (9) The peptide sequence is EKKYFAATQFEPLFA. The MHC is HLA-DQA10301-DQB10302 with pseudo-sequence HLA-DQA10301-DQB10302. The binding affinity (normalized) is 0.435. (10) The peptide sequence is VKLRRSSAAQVDGFY. The MHC is DRB1_0701 with pseudo-sequence DRB1_0701. The binding affinity (normalized) is 0.884.